From a dataset of Reaction yield outcomes from USPTO patents with 853,638 reactions. Predict the reaction yield, written as a fraction of the theoretical maximum amount of product (1.0 means a 100% yield; for example, 0.34 means a 34% yield). The reactants are [CH:1]1([NH:4][C:5](=[O:37])[NH:6][C:7]2[CH:35]=[CH:34][C:10]([O:11][C:12]3[CH:17]=[CH:16][N:15]=[C:14]4[CH:18]=[C:19]([C:21]5[CH2:26][CH2:25][N:24](C(OC(C)(C)C)=O)[CH2:23][CH:22]=5)[S:20][C:13]=34)=[C:9]([F:36])[CH:8]=2)[CH2:3][CH2:2]1.[ClH:38].CCOC(C)=O. The yield is 1.00. The catalyst is CCOC(C)=O. The product is [ClH:38].[ClH:38].[CH:1]1([NH:4][C:5]([NH:6][C:7]2[CH:35]=[CH:34][C:10]([O:11][C:12]3[CH:17]=[CH:16][N:15]=[C:14]4[CH:18]=[C:19]([C:21]5[CH2:26][CH2:25][NH:24][CH2:23][CH:22]=5)[S:20][C:13]=34)=[C:9]([F:36])[CH:8]=2)=[O:37])[CH2:3][CH2:2]1.